Dataset: Full USPTO retrosynthesis dataset with 1.9M reactions from patents (1976-2016). Task: Predict the reactants needed to synthesize the given product. (1) Given the product [Cl:18][CH2:17][CH2:16][CH2:15][N:9]1[CH2:10][CH2:11][CH:6]([CH2:5][CH2:4][O:3][CH3:2])[CH2:7][CH2:8]1, predict the reactants needed to synthesize it. The reactants are: Cl.[CH3:2][O:3][CH2:4][CH2:5][CH:6]1[CH2:11][CH2:10][NH:9][CH2:8][CH2:7]1.[OH-].[Na+].Br[CH2:15][CH2:16][CH2:17][Cl:18]. (2) Given the product [O:29]=[C:19]1[C:18]2[C:13](=[CH:14][CH:15]=[C:16]([C:36]3[CH:37]=[CH:38][CH:39]=[C:34]([O:33][C:32]([F:31])([F:43])[F:44])[CH:35]=3)[CH:17]=2)[N:12]=[C:11]([N:9]2[CH:10]=[C:6]([C:4]([OH:3])=[O:5])[CH:7]=[N:8]2)[NH:20]1, predict the reactants needed to synthesize it. The reactants are: C([O:3][C:4]([C:6]1[CH:7]=[N:8][N:9]([C:11]2[N:20](COCC[Si](C)(C)C)[C:19](=[O:29])[C:18]3[C:13](=[CH:14][CH:15]=[C:16](I)[CH:17]=3)[N:12]=2)[CH:10]=1)=[O:5])C.[F:31][C:32]([F:44])([F:43])[O:33][C:34]1[CH:35]=[C:36](B(O)O)[CH:37]=[CH:38][CH:39]=1. (3) Given the product [CH3:4][O:5][C:6]1[C:11]([O:12][CH3:13])=[C:10]([OH:14])[C:9]([CH3:15])=[CH:8][C:7]=1[OH:16], predict the reactants needed to synthesize it. The reactants are: [BH4-].[Na+].O.[CH3:4][O:5][C:6]1[C:7](=[O:16])[CH:8]=[C:9]([CH3:15])[C:10](=[O:14])[C:11]=1[O:12][CH3:13].